Dataset: Forward reaction prediction with 1.9M reactions from USPTO patents (1976-2016). Task: Predict the product of the given reaction. (1) Given the reactants [C:1]([O:5][C:6](=[O:16])[NH:7][C:8]1[CH:13]=[N:12][C:11]([CH2:14]Br)=[CH:10][N:9]=1)([CH3:4])([CH3:3])[CH3:2].[C-:17]#[N:18].[Na+], predict the reaction product. The product is: [C:1]([O:5][C:6](=[O:16])[NH:7][C:8]1[CH:13]=[N:12][C:11]([CH2:14][C:17]#[N:18])=[CH:10][N:9]=1)([CH3:4])([CH3:3])[CH3:2]. (2) Given the reactants FC(F)(F)C(O)=O.[Cl:8][C:9]1[CH:14]=[CH:13][C:12]([N:15]2[CH2:20][CH2:19][N:18](C(OC(C)(C)C)=O)[CH2:17][CH2:16]2)=[CH:11][CH:10]=1.C(=O)(O)[O-].[Na+], predict the reaction product. The product is: [Cl:8][C:9]1[CH:10]=[CH:11][C:12]([N:15]2[CH2:20][CH2:19][NH:18][CH2:17][CH2:16]2)=[CH:13][CH:14]=1. (3) Given the reactants N[C:2]1[CH:7]=[CH:6][C:5]([S:8]([OH:11])(=[O:10])=[O:9])=[CH:4][C:3]=1[N+:12]([O-])=O.S(=O)(=O)(O)O.[NH4+].[N:21]#[C:22][S-:23].Cl, predict the reaction product. The product is: [NH2:21][C:22]1[S:23][C:2]2[CH:7]=[CH:6][C:5]([S:8]([OH:11])(=[O:10])=[O:9])=[CH:4][C:3]=2[N:12]=1. (4) The product is: [CH:1]1([C:4]2[CH:40]=[CH:39][C:7]([CH2:8][O:9][C:10]3[CH:15]=[CH:14][C:13]([CH:16]4[CH2:17][N:18]([C:20]([C:22]5[CH:27]=[C:26]([O:28][CH2:29][C@H:30]([OH:31])[CH2:34][OH:33])[CH:25]=[CH:24][N:23]=5)=[O:21])[CH2:19]4)=[CH:12][C:11]=3[O:37][CH3:38])=[CH:6][CH:5]=2)[CH2:2][CH2:3]1. Given the reactants [CH:1]1([C:4]2[CH:40]=[CH:39][C:7]([CH2:8][O:9][C:10]3[CH:15]=[CH:14][C:13]([CH:16]4[CH2:19][N:18]([C:20]([C:22]5[CH:27]=[C:26]([O:28][CH2:29][C@H:30]6[CH2:34][O:33]C(C)(C)[O:31]6)[CH:25]=[CH:24][N:23]=5)=[O:21])[CH2:17]4)=[CH:12][C:11]=3[O:37][CH3:38])=[CH:6][CH:5]=2)[CH2:3][CH2:2]1.Cl.[OH-].[Na+], predict the reaction product. (5) The product is: [N:2]1([CH2:26][CH2:25][CH:18]2[C:19]3[C:24](=[CH:23][CH:22]=[CH:21][CH:20]=3)[C:16](=[C:15]3[C:14]4[C:9](=[CH:10][CH:11]=[CH:12][CH:13]=4)[NH:8][C:7]3=[O:6])[O:17]2)[CH2:5][CH2:4][CH2:3]1. Given the reactants Cl.[NH:2]1[CH2:5][CH2:4][CH2:3]1.[O:6]=[C:7]1[C:15](=[C:16]2[C:24]3[C:19](=[CH:20][CH:21]=[CH:22][CH:23]=3)[CH:18]([CH2:25][CH2:26]OS(C)(=O)=O)[O:17]2)[C:14]2[C:9](=[CH:10][CH:11]=[CH:12][CH:13]=2)[NH:8]1.O1CCOCC1.C(N(CC)CC)C, predict the reaction product.